Dataset: Forward reaction prediction with 1.9M reactions from USPTO patents (1976-2016). Task: Predict the product of the given reaction. (1) Given the reactants [CH2:1]([NH:8][CH2:9][C@H:10]1[CH2:15][O:14][C:13]2[CH:16]=[CH:17][C:18]([N+:23]([O-:25])=[O:24])=[C:19]([CH2:20][C:21]#N)[C:12]=2[O:11]1)[C:2]1[CH:7]=[CH:6][CH:5]=[CH:4][CH:3]=1.S(=O)(=O)(O)O.[OH-:31].[NH4+].[CH2:33]([OH:35])[CH3:34], predict the reaction product. The product is: [CH2:33]([O:35][C:21](=[O:31])[CH2:20][C:19]1[C:12]2[O:11][C@@H:10]([CH2:9][NH:8][CH2:1][C:2]3[CH:7]=[CH:6][CH:5]=[CH:4][CH:3]=3)[CH2:15][O:14][C:13]=2[CH:16]=[CH:17][C:18]=1[N+:23]([O-:25])=[O:24])[CH3:34]. (2) Given the reactants C(OC([N:8]1[CH2:13][CH2:12][CH:11]([O:14][C:15]2[C:24]3[C:19](=[CH:20][CH:21]=[C:22](/[CH:25]=[C:26]4/[C:27](=[O:32])[N:28]=[C:29]([NH2:31])[S:30]/4)[CH:23]=3)[N:18]=[CH:17][CH:16]=2)[CH2:10][CH2:9]1)=O)(C)(C)C.Cl, predict the reaction product. The product is: [NH2:31][C:29]1[S:30]/[C:26](=[CH:25]\[C:22]2[CH:23]=[C:24]3[C:19](=[CH:20][CH:21]=2)[N:18]=[CH:17][CH:16]=[C:15]3[O:14][CH:11]2[CH2:10][CH2:9][NH:8][CH2:13][CH2:12]2)/[C:27](=[O:32])[N:28]=1.